Dataset: Full USPTO retrosynthesis dataset with 1.9M reactions from patents (1976-2016). Task: Predict the reactants needed to synthesize the given product. (1) Given the product [N:20]1([C:18]([C:15]2[CH:14]=[CH:13][C:12]([C:9]3[CH:10]=[CH:11][C:6]4[N:7]([C:3]([C:1]#[C:2][C:27]5[CH:32]=[CH:31][N:30]=[C:29]([NH:33][C:34](=[O:41])[C:35]6[CH:36]=[CH:37][CH:38]=[CH:39][CH:40]=6)[CH:28]=5)=[CH:4][N:5]=4)[N:8]=3)=[CH:17][CH:16]=2)=[O:19])[CH2:21][CH2:22][O:23][CH2:24][CH2:25]1, predict the reactants needed to synthesize it. The reactants are: [C:1]([C:3]1[N:7]2[N:8]=[C:9]([C:12]3[CH:17]=[CH:16][C:15]([C:18]([N:20]4[CH2:25][CH2:24][O:23][CH2:22][CH2:21]4)=[O:19])=[CH:14][CH:13]=3)[CH:10]=[CH:11][C:6]2=[N:5][CH:4]=1)#[CH:2].Br[C:27]1[CH:32]=[CH:31][N:30]=[C:29]([NH:33][C:34](=[O:41])[C:35]2[CH:40]=[CH:39][CH:38]=[CH:37][CH:36]=2)[CH:28]=1. (2) Given the product [F:1][C:2]1[CH:3]=[C:4]([N:9]2[CH:12]=[CH:13][CH:14]=[C:15]([NH2:16])[CH:10]2[NH2:11])[CH:5]=[C:6]([F:8])[CH:7]=1, predict the reactants needed to synthesize it. The reactants are: [F:1][C:2]1[CH:3]=[C:4]([NH:9][C:10]2[C:15]([N+:16]([O-])=O)=[CH:14][CH:13]=[CH:12][N:11]=2)[CH:5]=[C:6]([F:8])[CH:7]=1.O. (3) Given the product [C:1]([O:5][C:6]([N:8]1[CH2:9][CH2:10][CH:11]([CH:14]2[CH2:18][C:17]3[CH:19]=[C:20]([C:33]4[CH:41]=[CH:40][C:36]([C:37](=[O:38])[NH2:39])=[CH:35][N:34]=4)[CH:21]=[CH:22][C:16]=3[O:15]2)[CH2:12][CH2:13]1)=[O:7])([CH3:2])([CH3:4])[CH3:3], predict the reactants needed to synthesize it. The reactants are: [C:1]([O:5][C:6]([N:8]1[CH2:13][CH2:12][CH:11]([CH:14]2[CH2:18][C:17]3[CH:19]=[C:20](B4OC(C)(C)C(C)(C)O4)[CH:21]=[CH:22][C:16]=3[O:15]2)[CH2:10][CH2:9]1)=[O:7])([CH3:4])([CH3:3])[CH3:2].Br[C:33]1[CH:41]=[CH:40][C:36]([C:37]([NH2:39])=[O:38])=[CH:35][N:34]=1. (4) The reactants are: Br[C:2]1[CH:3]=[N:4][CH:5]=[CH:6][C:7]=1[CH2:8][O:9][C:10]1[CH:11]=[N:12][C:13]([N:16]2[CH2:21][CH2:20][N:19]([C:22]3[N:26]=[C:25]([CH:27]([CH3:29])[CH3:28])[O:24][N:23]=3)[CH2:18][CH2:17]2)=[N:14][CH:15]=1.C1(P(C2C=CC=CC=2)C2C3OC4C(=CC=CC=4P(C4C=CC=CC=4)C4C=CC=CC=4)C(C)(C)C=3C=CC=2)C=CC=CC=1.[CH3:72][N:73](C=O)C. Given the product [CH:27]([C:25]1[O:24][N:23]=[C:22]([N:19]2[CH2:20][CH2:21][N:16]([C:13]3[N:12]=[CH:11][C:10]([O:9][CH2:8][C:7]4[C:2]([C:72]#[N:73])=[CH:3][N:4]=[CH:5][CH:6]=4)=[CH:15][N:14]=3)[CH2:17][CH2:18]2)[N:26]=1)([CH3:29])[CH3:28], predict the reactants needed to synthesize it. (5) Given the product [CH3:35][N:36]([CH3:37])[C:30]([C:26]1[CH:25]=[C:24]2[C:4]3([CH2:5][CH2:6][N:7]([C:10](=[O:23])/[CH:11]=[CH:12]/[C:13]4[CH:18]=[CH:17][CH:16]=[CH:15][C:14]=4[C:19]([F:22])([F:21])[F:20])[CH2:8][CH2:9]3)[C:3](=[O:33])[N:2]([CH3:1])[C:29]2=[CH:28][CH:27]=1)=[O:31], predict the reactants needed to synthesize it. The reactants are: [CH3:1][N:2]1[C:29]2[C:24](=[CH:25][C:26]([C:30](O)=[O:31])=[CH:27][CH:28]=2)[C:4]2([CH2:9][CH2:8][N:7]([C:10](=[O:23])/[CH:11]=[CH:12]/[C:13]3[CH:18]=[CH:17][CH:16]=[CH:15][C:14]=3[C:19]([F:22])([F:21])[F:20])[CH2:6][CH2:5]2)[C:3]1=[O:33].C[CH2:35][N:36]=[C:37]=NCCCN(C)C.C1C=CC2N(O)N=NC=2C=1.CCN(C(C)C)C(C)C.N(C)C.Cl. (6) Given the product [O:51]=[C:50]([N:52]1[CH2:53][CH2:54][CH:55]([O:58][C:59]2[CH:64]=[CH:63][CH:62]=[C:61]([C:65]([F:68])([F:66])[F:67])[CH:60]=2)[CH2:56][CH2:57]1)[CH2:49][NH:48][C:22]([C:19]1[CH:18]=[C:17]([C:13]2[CH:14]=[CH:15][CH:16]=[C:11]([OH:10])[CH:12]=2)[NH:21][N:20]=1)=[O:24], predict the reactants needed to synthesize it. The reactants are: CCN(C(C)C)C(C)C.[OH:10][C:11]1[CH:12]=[C:13]([C:17]2[NH:21][N:20]=[C:19]([C:22]([OH:24])=O)[CH:18]=2)[CH:14]=[CH:15][CH:16]=1.C1C=CC2N(O)N=NC=2C=1.CCN=C=NCCCN(C)C.Cl.Cl.[NH2:48][CH2:49][C:50]([N:52]1[CH2:57][CH2:56][CH:55]([O:58][C:59]2[CH:64]=[CH:63][CH:62]=[C:61]([C:65]([F:68])([F:67])[F:66])[CH:60]=2)[CH2:54][CH2:53]1)=[O:51]. (7) Given the product [CH:1]1([C:4]2[N:8]=[C:7]([C:9](=[C:32]3[CH2:33][CH2:34][CH2:35][C:30]([CH3:37])([CH3:29])[CH2:31]3)[C:13]#[N:14])[O:6][N:5]=2)[CH2:3][CH2:2]1, predict the reactants needed to synthesize it. The reactants are: [CH:1]1([C:4]2[N:8]=[C:7]([C:9]3C4CCCCC=4S[C:13]=3[NH:14]C(N3CCC[C@@H]3C(O)=O)=O)[O:6][N:5]=2)[CH2:3][CH2:2]1.[CH3:29][C:30]1([CH3:37])[CH2:35][CH2:34][CH2:33][C:32](=O)[CH2:31]1.C1(C2N=C(CC#N)ON=2)CC1. (8) Given the product [C:15]([NH:19][C:9]([CH2:8][CH2:7][C:2]1[CH:3]=[CH:4][CH:5]=[CH:6][N:1]=1)([CH2:10][CH2:11][CH:12]=[CH2:13])[C:25]([NH:24][C:20]([CH3:23])([CH3:22])[CH3:21])=[O:27])(=[O:18])[CH3:16], predict the reactants needed to synthesize it. The reactants are: [N:1]1[CH:6]=[CH:5][CH:4]=[CH:3][C:2]=1[CH2:7][CH2:8][C:9](=O)[CH2:10][CH2:11][CH:12]=[CH2:13].[C:15]([O-:18])(=O)[CH3:16].[NH4+:19].[C:20]([N+:24]#[C-:25])([CH3:23])([CH3:22])[CH3:21].C[OH:27]. (9) Given the product [CH2:20]([O:22][C:23]([N:25]1[CH2:26][CH2:27][N:28]([C:11](=[O:13])[C:10]2[CH:14]=[C:15]([OH:17])[CH:16]=[C:8]([O:7][C:6]3[CH:5]=[CH:4][C:3]([C:1]#[N:2])=[CH:19][CH:18]=3)[CH:9]=2)[CH2:29][CH2:30]1)=[O:24])[CH3:21], predict the reactants needed to synthesize it. The reactants are: [C:1]([C:3]1[CH:19]=[CH:18][C:6]([O:7][C:8]2[CH:9]=[C:10]([CH:14]=[C:15]([OH:17])[CH:16]=2)[C:11]([OH:13])=O)=[CH:5][CH:4]=1)#[N:2].[CH2:20]([O:22][C:23]([N:25]1[CH2:30][CH2:29][NH:28][CH2:27][CH2:26]1)=[O:24])[CH3:21]. (10) Given the product [N:18]1([CH:2]2[CH2:16][C@@H:5]3[CH2:6][N:7]([C:9]([O:11][C:12]([CH3:15])([CH3:14])[CH3:13])=[O:10])[CH2:8][C@@H:4]3[C:3]2=[O:17])[CH:22]=[CH:21][N:20]=[CH:19]1, predict the reactants needed to synthesize it. The reactants are: Br[CH:2]1[CH2:16][C@@H:5]2[CH2:6][N:7]([C:9]([O:11][C:12]([CH3:15])([CH3:14])[CH3:13])=[O:10])[CH2:8][C@@H:4]2[C:3]1=[O:17].[NH:18]1[CH:22]=[CH:21][N:20]=[CH:19]1.